This data is from Forward reaction prediction with 1.9M reactions from USPTO patents (1976-2016). The task is: Predict the product of the given reaction. (1) Given the reactants C(N(CC)C(C)C)(C)C.[NH2:10][C:11]1[S:12][C:13]2[C:19]3[N:20]([C:29]4[CH:37]=[CH:36][C:32]([C:33](O)=[O:34])=[CH:31][C:30]=4[Cl:38])[N:21]=[C:22]([C:23]4[CH:24]=[N:25][CH:26]=[CH:27][CH:28]=4)[C:18]=3[CH2:17][CH2:16][C:14]=2[N:15]=1.[NH:39]1[CH2:44][CH2:43][CH2:42][CH2:41][CH2:40]1, predict the reaction product. The product is: [NH2:10][C:11]1[S:12][C:13]2[C:19]3[N:20]([C:29]4[CH:37]=[CH:36][C:32]([C:33]([N:39]5[CH2:44][CH2:43][CH2:42][CH2:41][CH2:40]5)=[O:34])=[CH:31][C:30]=4[Cl:38])[N:21]=[C:22]([C:23]4[CH:24]=[N:25][CH:26]=[CH:27][CH:28]=4)[C:18]=3[CH2:17][CH2:16][C:14]=2[N:15]=1. (2) Given the reactants [Cl:1][C:2]1[CH:7]=[C:6]([CH2:8][NH:9][C:10]([NH2:26])=[N:11][C:12](=[O:25])[CH2:13][C:14]2[C:22]3[C:17](=[CH:18][CH:19]=[C:20]([O:23][CH3:24])[CH:21]=3)[NH:16][CH:15]=2)[CH:5]=[C:4]([Cl:27])[C:3]=1NC(=O)C.ClN(Cl)CC1C=CC=CC=1, predict the reaction product. The product is: [Cl:1][C:2]1[CH:7]=[C:6]([CH:5]=[C:4]([Cl:27])[CH:3]=1)[CH2:8][NH:9][C:10]([NH:11][C:12](=[O:25])[CH2:13][C:14]1[C:22]2[C:17](=[CH:18][CH:19]=[C:20]([O:23][CH3:24])[CH:21]=2)[NH:16][CH:15]=1)=[NH:26]. (3) Given the reactants [Br-].C([N+]1C=CC=C(O)C=1C1C=CC=CC=1)C1C=CC=CC=1.C(OC(C)(C)C)(=O)C=C.[CH2:31]([N:38]1[C@@H:43]2[C@H:44]([C:46]([O:48][C:49]([CH3:52])([CH3:51])[CH3:50])=[O:47])[CH2:45][C@@:39]1([C:54]1[CH:59]=[CH:58][CH:57]=[CH:56][CH:55]=1)[C:40](=[O:53])[CH:41]=[CH:42]2)[C:32]1[CH:37]=[CH:36][CH:35]=[CH:34][CH:33]=1.C(N1[C@@H]2[C@@H](C(OC(C)(C)C)=O)C[C@@]1(C1C=CC=CC=1)C(=O)C=C2)C1C=CC=CC=1, predict the reaction product. The product is: [CH2:31]([N:38]1[C@@H:43]2[CH:44]([C:46]([O:48][C:49]([CH3:52])([CH3:51])[CH3:50])=[O:47])[CH2:45][C@@:39]1([C:54]1[CH:55]=[CH:56][CH:57]=[CH:58][CH:59]=1)[C:40](=[O:53])[CH:41]=[CH:42]2)[C:32]1[CH:33]=[CH:34][CH:35]=[CH:36][CH:37]=1. (4) Given the reactants [NH2:1][C:2]1[N:11]=[C:10]([C:12]([N:14]2[CH2:22][C:21]3[C:16](=[CH:17][CH:18]=[CH:19][CH:20]=3)[CH2:15]2)=[O:13])[C:9]2[C:4](=[CH:5][CH:6]=[C:7]([C:23]3[CH:30]=[CH:29][CH:28]=[CH:27][C:24]=3[CH:25]=O)[CH:8]=2)[N:3]=1.[NH:31]1[CH2:35][CH2:34][CH:33]([OH:36])[CH2:32]1.C(O)(=O)C.C(O[BH-](OC(=O)C)OC(=O)C)(=O)C.[Na+], predict the reaction product. The product is: [NH2:1][C:2]1[N:11]=[C:10]([C:12]([N:14]2[CH2:22][C:21]3[C:16](=[CH:17][CH:18]=[CH:19][CH:20]=3)[CH2:15]2)=[O:13])[C:9]2[C:4](=[CH:5][CH:6]=[C:7]([C:23]3[CH:30]=[CH:29][CH:28]=[CH:27][C:24]=3[CH2:25][N:31]3[CH2:35][CH2:34][CH:33]([OH:36])[CH2:32]3)[CH:8]=2)[N:3]=1. (5) Given the reactants C[O:2][C:3]([CH2:5][N:6]1[C:14]2[C:9](=[N:10][CH:11]=[N:12][C:13]=2[NH2:15])[N:8]=[CH:7]1)=O.O.[BH4-].[Na+].Cl, predict the reaction product. The product is: [OH:2][CH2:3][CH2:5][N:6]1[C:14]2[C:9](=[N:10][CH:11]=[N:12][C:13]=2[NH2:15])[N:8]=[CH:7]1. (6) Given the reactants [C:1]([NH2:12])(=[O:11])[C:2]1[CH:10]=[CH:9][C:8]2[O:7][CH2:6][O:5][C:4]=2[CH:3]=1.[C:13]([N:20]([CH2:22][C:23]([OH:25])=[O:24])C)(OC(C)(C)C)=O.C([Cl:29])(=O)C, predict the reaction product. The product is: [ClH:29].[C:1]([NH2:12])(=[O:11])[C:2]1[CH:10]=[CH:9][C:8]2[O:7][CH2:6][O:5][C:4]=2[CH:3]=1.[NH:20]([CH2:22][C:23]([OH:25])=[O:24])[CH3:13]. (7) Given the reactants [Cl:1][C:2]1[CH:7]=[CH:6][C:5]([C:8]2[C:13](=O)[NH:12][N:11]3C(=O)[N:16](C)[N:17]=[C:10]3[C:9]=2[C:20]2[CH:25]=[CH:24][N:23]=[CH:22][CH:21]=2)=[CH:4][CH:3]=1.[C:26]([O-:29])([O-])=O.[K+].[K+].Br[CH2:33][C:34]1[CH:41]=[CH:40][C:37]([C:38]#[N:39])=[CH:36][CH:35]=1.CN(C=[O:46])C, predict the reaction product. The product is: [Cl:1][C:2]1[CH:7]=[CH:6][C:5]([C:8]2[C:13]3[N:16]([C:26](=[O:29])[NH:11][N:12]=3)[N:17]([CH2:33][C:34]3[CH:41]=[CH:40][C:37]([C:38]#[N:39])=[CH:36][CH:35]=3)[C:10](=[O:46])[C:9]=2[C:20]2[CH:21]=[CH:22][N:23]=[CH:24][CH:25]=2)=[CH:4][CH:3]=1. (8) Given the reactants [CH3:1][O:2][C:3]1[CH:22]=[C:21]([O:23][CH3:24])[CH:20]=[CH:19][C:4]=1[CH2:5][N:6]1[C:11](=[O:12])[C:10]2[CH:13]=[C:14]([CH2:16][CH3:17])[S:15][C:9]=2[NH:8][C:7]1=[O:18].Br[CH2:26][C:27]1[CH:32]=[CH:31][C:30]([C:33]2[C:34]([C:39]#[N:40])=[CH:35][CH:36]=[CH:37][CH:38]=2)=[CH:29][CH:28]=1.C(=O)([O-])[O-].[K+].[K+], predict the reaction product. The product is: [CH3:1][O:2][C:3]1[CH:22]=[C:21]([O:23][CH3:24])[CH:20]=[CH:19][C:4]=1[CH2:5][N:6]1[C:11](=[O:12])[C:10]2[CH:13]=[C:14]([CH2:16][CH3:17])[S:15][C:9]=2[N:8]([CH2:26][C:27]2[CH:28]=[CH:29][C:30]([C:33]3[C:34]([C:39]#[N:40])=[CH:35][CH:36]=[CH:37][CH:38]=3)=[CH:31][CH:32]=2)[C:7]1=[O:18].